Task: Predict which catalyst facilitates the given reaction.. Dataset: Catalyst prediction with 721,799 reactions and 888 catalyst types from USPTO Reactant: [OH:1][C:2]1[CH:7]=[CH:6][C:5]([C@H:8]([NH:30][C:31](=[O:37])[O:32][C:33]([CH3:36])([CH3:35])[CH3:34])[C:9](=[O:29])[N:10]2[CH2:14][CH2:13][C@H:12]([O:15][CH2:16][CH2:17][O:18][CH2:19][CH2:20][O:21][CH2:22][CH2:23][O:24][C:25]([F:28])([F:27])[F:26])[CH2:11]2)=[CH:4][CH:3]=1.Br[CH2:39][CH2:40][O:41][Si:42]([C:45]([CH3:48])([CH3:47])[CH3:46])([CH3:44])[CH3:43].C(=O)([O-])[O-].[K+].[K+].ClCCl. Product: [Si:42]([O:41][CH2:40][CH2:39][O:1][C:2]1[CH:7]=[CH:6][C:5]([C@H:8]([NH:30][C:31](=[O:37])[O:32][C:33]([CH3:34])([CH3:36])[CH3:35])[C:9](=[O:29])[N:10]2[CH2:14][CH2:13][C@H:12]([O:15][CH2:16][CH2:17][O:18][CH2:19][CH2:20][O:21][CH2:22][CH2:23][O:24][C:25]([F:27])([F:28])[F:26])[CH2:11]2)=[CH:4][CH:3]=1)([C:45]([CH3:48])([CH3:47])[CH3:46])([CH3:44])[CH3:43]. The catalyst class is: 21.